The task is: Regression. Given two drug SMILES strings and cell line genomic features, predict the synergy score measuring deviation from expected non-interaction effect.. This data is from NCI-60 drug combinations with 297,098 pairs across 59 cell lines. (1) Cell line: CCRF-CEM. Drug 2: CC1=C(C(=O)C2=C(C1=O)N3CC4C(C3(C2COC(=O)N)OC)N4)N. Drug 1: CN1C2=C(C=C(C=C2)N(CCCl)CCCl)N=C1CCCC(=O)O.Cl. Synergy scores: CSS=39.2, Synergy_ZIP=-0.600, Synergy_Bliss=-1.08, Synergy_Loewe=-59.6, Synergy_HSA=-2.63. (2) Cell line: MDA-MB-435. Drug 1: C1=NC2=C(N=C(N=C2N1C3C(C(C(O3)CO)O)F)Cl)N. Drug 2: CCCCC(=O)OCC(=O)C1(CC(C2=C(C1)C(=C3C(=C2O)C(=O)C4=C(C3=O)C=CC=C4OC)O)OC5CC(C(C(O5)C)O)NC(=O)C(F)(F)F)O. Synergy scores: CSS=7.40, Synergy_ZIP=2.78, Synergy_Bliss=1.99, Synergy_Loewe=-3.85, Synergy_HSA=-3.30. (3) Drug 1: C1=CN(C=N1)CC(O)(P(=O)(O)O)P(=O)(O)O. Drug 2: COCCOC1=C(C=C2C(=C1)C(=NC=N2)NC3=CC=CC(=C3)C#C)OCCOC.Cl. Cell line: COLO 205. Synergy scores: CSS=-13.6, Synergy_ZIP=5.97, Synergy_Bliss=0.880, Synergy_Loewe=-9.76, Synergy_HSA=-9.33. (4) Drug 1: C1=CC(=CC=C1CCC2=CNC3=C2C(=O)NC(=N3)N)C(=O)NC(CCC(=O)O)C(=O)O. Drug 2: COC1=CC(=CC(=C1O)OC)C2C3C(COC3=O)C(C4=CC5=C(C=C24)OCO5)OC6C(C(C7C(O6)COC(O7)C8=CC=CS8)O)O. Cell line: SK-MEL-2. Synergy scores: CSS=36.5, Synergy_ZIP=-6.30, Synergy_Bliss=-8.04, Synergy_Loewe=-10.9, Synergy_HSA=-4.26. (5) Drug 1: CC(C1=C(C=CC(=C1Cl)F)Cl)OC2=C(N=CC(=C2)C3=CN(N=C3)C4CCNCC4)N. Drug 2: C1C(C(OC1N2C=NC3=C(N=C(N=C32)Cl)N)CO)O. Cell line: DU-145. Synergy scores: CSS=-3.73, Synergy_ZIP=1.05, Synergy_Bliss=-2.38, Synergy_Loewe=-5.61, Synergy_HSA=-5.88. (6) Drug 1: CCN(CC)CCNC(=O)C1=C(NC(=C1C)C=C2C3=C(C=CC(=C3)F)NC2=O)C. Drug 2: CC1=C(C(=O)C2=C(C1=O)N3CC4C(C3(C2COC(=O)N)OC)N4)N. Cell line: BT-549. Synergy scores: CSS=13.4, Synergy_ZIP=3.37, Synergy_Bliss=1.23, Synergy_Loewe=-16.2, Synergy_HSA=-5.00. (7) Drug 1: C1CC(=O)NC(=O)C1N2CC3=C(C2=O)C=CC=C3N. Drug 2: CCN(CC)CCNC(=O)C1=C(NC(=C1C)C=C2C3=C(C=CC(=C3)F)NC2=O)C. Cell line: SR. Synergy scores: CSS=15.2, Synergy_ZIP=6.19, Synergy_Bliss=7.24, Synergy_Loewe=3.84, Synergy_HSA=4.16.